The task is: Binary Classification. Given a drug SMILES string, predict its activity (active/inactive) in a high-throughput screening assay against a specified biological target.. This data is from HIV replication inhibition screening data with 41,000+ compounds from the AIDS Antiviral Screen. The result is 0 (inactive). The molecule is COc1ccc(C=CC(=O)c2c(-c3ccccc3)nn(C)c(=O)c2N2CCCC2)cc1.